Dataset: NCI-60 drug combinations with 297,098 pairs across 59 cell lines. Task: Regression. Given two drug SMILES strings and cell line genomic features, predict the synergy score measuring deviation from expected non-interaction effect. (1) Drug 1: CC1CCC2CC(C(=CC=CC=CC(CC(C(=O)C(C(C(=CC(C(=O)CC(OC(=O)C3CCCCN3C(=O)C(=O)C1(O2)O)C(C)CC4CCC(C(C4)OC)OCCO)C)C)O)OC)C)C)C)OC. Cell line: MOLT-4. Drug 2: C(CN)CNCCSP(=O)(O)O. Synergy scores: CSS=13.4, Synergy_ZIP=-2.90, Synergy_Bliss=-1.24, Synergy_Loewe=-21.3, Synergy_HSA=-4.74. (2) Drug 1: CC1=C(C=C(C=C1)NC(=O)C2=CC=C(C=C2)CN3CCN(CC3)C)NC4=NC=CC(=N4)C5=CN=CC=C5. Drug 2: C1=CN(C=N1)CC(O)(P(=O)(O)O)P(=O)(O)O. Cell line: OVCAR-8. Synergy scores: CSS=1.54, Synergy_ZIP=-0.955, Synergy_Bliss=-1.95, Synergy_Loewe=-1.88, Synergy_HSA=-2.23. (3) Drug 1: CS(=O)(=O)C1=CC(=C(C=C1)C(=O)NC2=CC(=C(C=C2)Cl)C3=CC=CC=N3)Cl. Drug 2: C1CNP(=O)(OC1)N(CCCl)CCCl. Cell line: SK-MEL-2. Synergy scores: CSS=-6.66, Synergy_ZIP=2.01, Synergy_Bliss=-2.93, Synergy_Loewe=-7.70, Synergy_HSA=-7.91.